From a dataset of Forward reaction prediction with 1.9M reactions from USPTO patents (1976-2016). Predict the product of the given reaction. Given the reactants [CH2:1]([O:8][C:9]([N:11]1[CH2:15][CH2:14][CH2:13][C@H:12]1[C:16]1[NH:20][C:19]2[CH:21]=[CH:22][C:23](B3OC(C)(C)C(C)(C)O3)=[CH:24][C:18]=2[N:17]=1)=[O:10])[C:2]1[CH:7]=[CH:6][CH:5]=[CH:4][CH:3]=1.Br[C:35]1[CH:47]=[CH:46][C:38]([CH2:39][NH:40][C:41]([CH:43]2[CH2:45][CH2:44]2)=[O:42])=[CH:37][CH:36]=1.CN(C=O)C, predict the reaction product. The product is: [CH2:1]([O:8][C:9]([N:11]1[CH2:15][CH2:14][CH2:13][C@H:12]1[C:16]1[NH:17][C:18]2[CH:24]=[CH:23][C:22]([C:35]3[CH:47]=[CH:46][C:38]([CH2:39][NH:40][C:41]([CH:43]4[CH2:45][CH2:44]4)=[O:42])=[CH:37][CH:36]=3)=[CH:21][C:19]=2[N:20]=1)=[O:10])[C:2]1[CH:3]=[CH:4][CH:5]=[CH:6][CH:7]=1.